Dataset: Reaction yield outcomes from USPTO patents with 853,638 reactions. Task: Predict the reaction yield, written as a fraction of the theoretical maximum amount of product (1.0 means a 100% yield; for example, 0.34 means a 34% yield). (1) The reactants are [CH2:1]([OH:3])C.C[N:5]([CH3:8])[CH:6]=[O:7]. No catalyst specified. The product is [CH3:1][O:3][N:5]([CH3:8])[C:6]([C:6]([N:5]([O:3][CH3:1])[CH3:8])=[O:7])=[O:7]. The yield is 0.775. (2) No catalyst specified. The reactants are [NH2:1][C:2]1[CH:7]=[CH:6][CH:5]=[C:4](Br)[N:3]=1.[NH:9]1[CH2:14][CH2:13][O:12][CH2:11][CH2:10]1. The yield is 0.740. The product is [N:9]1([C:4]2[N:3]=[C:2]([NH2:1])[CH:7]=[CH:6][CH:5]=2)[CH2:14][CH2:13][O:12][CH2:11][CH2:10]1. (3) The reactants are [NH2:1][CH:2]([C:4]1[CH:11]=[C:10]([Cl:12])[C:7]([C:8]#[N:9])=[C:6]([Br:13])[C:5]=1[O:14][CH2:15][CH3:16])[CH3:3].CCN(C(C)C)C(C)C.[C:26]([O:30][C:31](O[C:31]([O:30][C:26]([CH3:29])([CH3:28])[CH3:27])=[O:32])=[O:32])([CH3:29])([CH3:28])[CH3:27]. The catalyst is O1CCOCC1.CCOC(C)=O. The product is [C:26]([O:30][C:31](=[O:32])[NH:1][CH:2]([C:4]1[CH:11]=[C:10]([Cl:12])[C:7]([C:8]#[N:9])=[C:6]([Br:13])[C:5]=1[O:14][CH2:15][CH3:16])[CH3:3])([CH3:29])([CH3:28])[CH3:27]. The yield is 0.900. (4) The reactants are [N+:1]([C:4]1[C:5]([C:9]2[NH:13][C:12]3[CH:14]=[CH:15][CH:16]=[CH:17][C:11]=3[N:10]=2)=[N:6][NH:7][CH:8]=1)([O-])=O.[H][H]. The catalyst is CN(C=O)C.[Pd]. The product is [NH:13]1[C:12]2[CH:14]=[CH:15][CH:16]=[CH:17][C:11]=2[N:10]=[C:9]1[C:5]1[C:4]([NH2:1])=[CH:8][NH:7][N:6]=1. The yield is 0.260. (5) The reactants are [CH:1]1([CH:4]2[C:13]3[C:8]4=[C:9]([CH2:17][N:18](C(OC(C)(C)C)=O)[CH2:19][CH2:20][N:7]4[CH2:6][CH2:5]2)[CH:10]=[C:11]([CH2:14][O:15][CH3:16])[CH:12]=3)[CH2:3][CH2:2]1.C(O)(C(F)(F)F)=O. The catalyst is C(Cl)Cl. The product is [CH:1]1([CH:4]2[C:13]3[C:8]4=[C:9]([CH2:17][NH:18][CH2:19][CH2:20][N:7]4[CH2:6][CH2:5]2)[CH:10]=[C:11]([CH2:14][O:15][CH3:16])[CH:12]=3)[CH2:3][CH2:2]1. The yield is 0.0220. (6) The reactants are I[C:2]1[CH:22]=[CH:21][C:5]2[N:6]([CH3:20])[C:7](=[O:19])[CH2:8][N:9]=[C:10]([C:11]3[CH:12]=[C:13]([CH:16]=[CH:17][CH:18]=3)[C:14]#[N:15])[C:4]=2[CH:3]=1.[CH3:23][O:24][C:25]1[CH:26]=[C:27](B(O)O)[CH:28]=[CH:29][C:30]=1[O:31][CH3:32]. No catalyst specified. The product is [CH3:23][O:24][C:25]1[CH:26]=[C:27]([C:2]2[CH:22]=[CH:21][C:5]3[N:6]([CH3:20])[C:7](=[O:19])[CH2:8][N:9]=[C:10]([C:11]4[CH:12]=[C:13]([CH:16]=[CH:17][CH:18]=4)[C:14]#[N:15])[C:4]=3[CH:3]=2)[CH:28]=[CH:29][C:30]=1[O:31][CH3:32]. The yield is 0.720.